Dataset: Catalyst prediction with 721,799 reactions and 888 catalyst types from USPTO. Task: Predict which catalyst facilitates the given reaction. (1) Reactant: [CH3:1][S:2](Cl)(=[O:4])=[O:3].[CH3:6]/[C:7](=[CH:10]\[C:11]1[CH:16]=[CH:15][CH:14]=[C:13]([C:17]2([CH3:22])[O:21][CH2:20][CH2:19][O:18]2)[N:12]=1)/[CH2:8][OH:9].C(N(CC)CC)C.C(=O)(O)[O-].[Na+]. Product: [CH3:6][C:7](=[CH:10][C:11]1[CH:16]=[CH:15][CH:14]=[C:13]([C:17]2([CH3:22])[O:21][CH2:20][CH2:19][O:18]2)[N:12]=1)[CH2:8][O:9][S:2]([CH3:1])(=[O:4])=[O:3]. The catalyst class is: 4. (2) Reactant: [OH:1][C:2]1[C:3](=[O:16])[NH:4][N:5]=[C:6]([CH2:8][CH2:9][C:10]2[CH:15]=[CH:14][CH:13]=[CH:12]C=2)[CH:7]=1.C(OC1N=NC(CC2CCCCC2)=CC=1OCC1C=CC=CC=1)C1C=CC=CC=1. Product: [CH:9]1([CH2:8][C:6]2[CH:7]=[C:2]([OH:1])[C:3](=[O:16])[NH:4][N:5]=2)[CH2:10][CH2:15][CH2:14][CH2:13][CH2:12]1. The catalyst class is: 13. (3) Reactant: [N:1]([CH2:4][CH2:5][C:6]1([C:27]2[CH:32]=[CH:31][CH:30]=[CH:29][CH:28]=2)[O:11][C:10](=[O:12])[N:9]([C:13]2[CH:14]=[C:15]([C:19]3[CH:24]=[CH:23][C:22]([F:25])=[CH:21][C:20]=3[F:26])[CH:16]=[CH:17][CH:18]=2)[CH2:8][CH2:7]1)=[N+]=[N-].C1C=CC(P(C2C=CC=CC=2)C2C=CC=CC=2)=CC=1. Product: [NH2:1][CH2:4][CH2:5][C:6]1([C:27]2[CH:28]=[CH:29][CH:30]=[CH:31][CH:32]=2)[O:11][C:10](=[O:12])[N:9]([C:13]2[CH:14]=[C:15]([C:19]3[CH:24]=[CH:23][C:22]([F:25])=[CH:21][C:20]=3[F:26])[CH:16]=[CH:17][CH:18]=2)[CH2:8][CH2:7]1. The catalyst class is: 20. (4) Reactant: [Cl:1][C:2]1[CH:7]=[CH:6][C:5]([CH2:8][NH:9][C@@H:10]([C:12]2[CH:17]=[CH:16][CH:15]=[C:14]([Cl:18])[CH:13]=2)[CH3:11])=[CH:4][C:3]=1[OH:19].C1(P(C2C=CC=CC=2)C2C=CC=CC=2)C=CC=CC=1.N(C(OC(C)C)=O)=NC(OC(C)C)=O.[CH3:53][S:54]([N:57]1[CH2:61][CH2:60][CH:59](O)[CH2:58]1)(=[O:56])=[O:55]. Product: [Cl:1][C:2]1[CH:7]=[CH:6][C:5]([CH2:8][NH:9][C@@H:10]([C:12]2[CH:17]=[CH:16][CH:15]=[C:14]([Cl:18])[CH:13]=2)[CH3:11])=[CH:4][C:3]=1[O:19][CH:59]1[CH2:60][CH2:61][N:57]([S:54]([CH3:53])(=[O:56])=[O:55])[CH2:58]1. The catalyst class is: 1. (5) Reactant: [Br:1][CH2:2][CH2:3][CH2:4][CH2:5][CH2:6][C:7]([NH:9][CH2:10][C:11]([C:13]1[CH:18]=[CH:17][C:16]([Br:19])=[CH:15][CH:14]=1)=[O:12])=O. Product: [Br:1][CH2:2][CH2:3][CH2:4][CH2:5][CH2:6][C:7]1[O:12][C:11]([C:13]2[CH:18]=[CH:17][C:16]([Br:19])=[CH:15][CH:14]=2)=[CH:10][N:9]=1. The catalyst class is: 265. (6) Reactant: [CH2:1]([O:3][C:4](=[O:12])/[CH:5]=[CH:6]\[C:7]([O:9][CH2:10][CH3:11])=[O:8])[CH3:2].[NH2:13][CH2:14][CH2:15][CH2:16][CH:17]([CH2:22][CH2:23][CH2:24][NH2:25])[CH2:18][CH2:19][CH2:20][NH2:21]. Product: [CH2:1]([O:3][C:4](=[O:12])[CH:5]([NH:13][CH2:14][CH2:15][CH2:16][CH:17]([CH2:22][CH2:23][CH2:24][NH:25][CH:6]([CH2:5][C:4]([O:3][CH2:1][CH3:2])=[O:12])[C:7]([O:9][CH2:10][CH3:11])=[O:8])[CH2:18][CH2:19][CH2:20][NH:21][CH:5]([CH2:6][C:7]([O:9][CH2:10][CH3:11])=[O:8])[C:4]([O:3][CH2:1][CH3:2])=[O:12])[CH2:6][C:7]([O:9][CH2:10][CH3:11])=[O:8])[CH3:2]. The catalyst class is: 8. (7) Reactant: C([O:4][C@@H:5]1[C@:9]([CH:18]=[CH2:19])([O:10][CH2:11][C:12]2[CH:17]=[CH:16][CH:15]=[CH:14][CH:13]=2)[C@@H:8]([CH2:20][O:21][CH2:22][C:23]2[CH:28]=[CH:27][CH:26]=[CH:25][CH:24]=2)[O:7][C@H:6]1[N:29]1[CH:37]=[C:35]([CH3:36])[C:33](=[O:34])[NH:32][C:30]1=[O:31])(=O)C.C[O-].[Na+].Cl. Product: [CH2:11]([O:10][C@:9]1([CH:18]=[CH2:19])[C@@H:8]([CH2:20][O:21][CH2:22][C:23]2[CH:28]=[CH:27][CH:26]=[CH:25][CH:24]=2)[O:7][C@@H:6]([N:29]2[CH:37]=[C:35]([CH3:36])[C:33](=[O:34])[NH:32][C:30]2=[O:31])[C@@H:5]1[OH:4])[C:12]1[CH:13]=[CH:14][CH:15]=[CH:16][CH:17]=1. The catalyst class is: 5. (8) Reactant: CN(C(ON1N=NC2C=CC=CC1=2)=[N+](C)C)C.[B-](F)(F)(F)F.[NH2:23][C:24]1[S:25][C:26]([C:32]2[CH:37]=[CH:36][CH:35]=[C:34]([F:38])[CH:33]=2)=[C:27]([C:29]([OH:31])=O)[N:28]=1.[C@H:39]12[CH2:44][C@H:43]1[CH2:42][C@@H:41]([CH2:45][NH:46][C:47](=[O:52])[C:48]([F:51])([F:50])[F:49])[NH:40]2.CCN(C(C)C)C(C)C. Product: [NH2:23][C:24]1[S:25][C:26]([C:32]2[CH:37]=[CH:36][CH:35]=[C:34]([F:38])[CH:33]=2)=[C:27]([C:29]([N:40]2[C@H:41]([CH2:45][NH:46][C:47](=[O:52])[C:48]([F:50])([F:51])[F:49])[CH2:42][C@H:43]3[C@@H:39]2[CH2:44]3)=[O:31])[N:28]=1. The catalyst class is: 59.